Predict the product of the given reaction. From a dataset of Forward reaction prediction with 1.9M reactions from USPTO patents (1976-2016). Given the reactants Br[C:2]1[C:10]2[S:9][C:8]([NH:11][C:12](=[O:14])[CH3:13])=[N:7][C:6]=2[CH:5]=[CH:4][CH:3]=1.Br[C:16]1[CH:28]=[CH:27][C:19]2[N:20]=[C:21]([NH:23][C:24](=[O:26])[CH3:25])[S:22][C:18]=2[CH:17]=1.[F:29][C:30]1[CH:31]=[C:32](B(O)O)[CH:33]=[CH:34][C:35]=1[O:36][CH3:37].O.C(=O)([O-])[O-].[Na+].[Na+], predict the reaction product. The product is: [F:29][C:30]1[CH:31]=[C:32]([C:2]2[C:10]3[S:9][C:8]([NH:11][C:12](=[O:14])[CH3:13])=[N:7][C:6]=3[CH:5]=[CH:4][CH:3]=2)[CH:33]=[CH:34][C:35]=1[O:36][CH3:37].[F:29][C:30]1[CH:31]=[C:32]([C:16]2[CH:28]=[CH:27][C:19]3[N:20]=[C:21]([NH:23][C:24](=[O:26])[CH3:25])[S:22][C:18]=3[CH:17]=2)[CH:33]=[CH:34][C:35]=1[O:36][CH3:37].